This data is from Catalyst prediction with 721,799 reactions and 888 catalyst types from USPTO. The task is: Predict which catalyst facilitates the given reaction. (1) Reactant: [C:1]([C:3]1[CH:4]=[C:5]([CH:18]=[CH:19][C:20]=1[F:21])[CH2:6][N:7]1[CH2:12][CH2:11][N:10]([C:13]([O:15][CH2:16][CH3:17])=[O:14])[CH2:9][CH2:8]1)#[N:2].Cl. Product: [NH2:2][CH2:1][C:3]1[CH:4]=[C:5]([CH:18]=[CH:19][C:20]=1[F:21])[CH2:6][N:7]1[CH2:12][CH2:11][N:10]([C:13]([O:15][CH2:16][CH3:17])=[O:14])[CH2:9][CH2:8]1. The catalyst class is: 19. (2) Reactant: [F:1][C:2]1[C:3]([C:22]([F:25])([F:24])[F:23])=[C:4]([C:9]2[CH2:14][CH2:13][N:12]([C:15]([O:17][C:18]([CH3:21])([CH3:20])[CH3:19])=[O:16])[CH2:11][CH:10]=2)[CH:5]=[CH:6][C:7]=1[F:8]. Product: [F:1][C:2]1[C:3]([C:22]([F:24])([F:25])[F:23])=[C:4]([CH:9]2[CH2:14][CH2:13][N:12]([C:15]([O:17][C:18]([CH3:21])([CH3:20])[CH3:19])=[O:16])[CH2:11][CH2:10]2)[CH:5]=[CH:6][C:7]=1[F:8]. The catalyst class is: 50. (3) Reactant: [CH3:1][C:2]([OH:6])([C:4]#[CH:5])[CH3:3].CC(C)([O-])C.[K+].Br[CH2:14][C:15]([O:17][CH2:18][CH3:19])=[O:16].Cl. Product: [CH3:1][C:2]([O:6][CH2:14][C:15]([O:17][CH2:18][CH3:19])=[O:16])([CH3:3])[C:4]#[CH:5]. The catalyst class is: 116. (4) Reactant: [Li+].[BH4-].[Br:3][C:4]1[C:13]([F:14])=[CH:12][C:11]([N:15]([C:20]2[C:39]([CH:40]3[CH2:42][CH2:41]3)=[CH:38][C:23]3[C:24]([C:34](=[O:37])[NH:35][CH3:36])=[C:25]([C:27]4[CH:32]=[CH:31][C:30]([F:33])=[CH:29][CH:28]=4)[O:26][C:22]=3[CH:21]=2)[S:16]([CH3:19])(=[O:18])=[O:17])=[CH:10][C:5]=1[C:6](OC)=[O:7].C(O)(=O)CC(CC(O)=O)(C(O)=O)O. Product: [Br:3][C:4]1[C:5]([CH2:6][OH:7])=[CH:10][C:11]([N:15]([C:20]2[C:39]([CH:40]3[CH2:42][CH2:41]3)=[CH:38][C:23]3[C:24]([C:34]([NH:35][CH3:36])=[O:37])=[C:25]([C:27]4[CH:28]=[CH:29][C:30]([F:33])=[CH:31][CH:32]=4)[O:26][C:22]=3[CH:21]=2)[S:16]([CH3:19])(=[O:18])=[O:17])=[CH:12][C:13]=1[F:14]. The catalyst class is: 36.